Dataset: Full USPTO retrosynthesis dataset with 1.9M reactions from patents (1976-2016). Task: Predict the reactants needed to synthesize the given product. (1) Given the product [CH3:14][O:13][C:11](=[O:12])[CH:10]([CH3:16])[CH2:15][N:5]1[CH:6]=[CH:7][C:2]([Br:1])=[CH:3][C:4]1=[O:8], predict the reactants needed to synthesize it. The reactants are: [Br:1][C:2]1[CH:7]=[CH:6][NH:5][C:4](=[O:8])[CH:3]=1.Br[C:10]([CH3:16])([CH3:15])[C:11]([O:13][CH3:14])=[O:12].C(=O)([O-])[O-].[K+].[K+].O. (2) Given the product [CH3:36][O:37][C:38](=[O:68])[NH:39][CH:40]([C:44]([N:46]1[CH2:50][CH2:49][CH2:48][CH:47]1[C:51]1[NH:52][C:53]([C:56]2[CH:65]=[CH:64][C:63]3[C:58](=[CH:59][CH:60]=[C:61]([C:66]#[C:67][C:27]4[CH:28]=[CH:33][C:24]5[N:25]=[C:21]([CH:17]6[CH:18]7[CH2:19][CH:20]([CH2:73][CH2:74]7)[N:16]6[C:14](=[O:15])[CH:10]([NH:9][C:8]([O:7][CH3:6])=[O:35])[CH:11]([CH3:13])[CH3:12])[NH:22][C:23]=5[CH:26]=4)[CH:62]=3)[CH:57]=2)=[CH:54][N:55]=1)=[O:45])[CH:41]([CH3:43])[CH3:42], predict the reactants needed to synthesize it. The reactants are: COC(=O)N.[CH3:6][O:7][C:8](=[O:35])[NH:9][CH:10]([C:14]([N:16]1[CH2:20][CH2:19][CH2:18][CH:17]1[C:21]1[NH:22][C:23]([C:26]#[C:27][C:28]2[CH:33]=CC(Br)=CC=2)=[CH:24][N:25]=1)=[O:15])[CH:11]([CH3:13])[CH3:12].[CH3:36][O:37][C:38](=[O:68])[NH:39][CH:40]([C:44]([N:46]1[CH2:50][CH2:49][CH2:48][CH:47]1[C:51]1[NH:52][C:53]([C:56]2[CH:65]=[CH:64][C:63]3[C:58](=[CH:59][CH:60]=[C:61]([C:66]#[CH:67])[CH:62]=3)[CH:57]=2)=[CH:54][N:55]=1)=[O:45])[CH:41]([CH3:43])[CH3:42].COC(=O)N[CH:73](C(N1CCCC1C1NC(C#C)=CN=1)=O)[CH:74](C)C. (3) Given the product [F:1][C:2]1[CH:7]=[CH:6][CH:5]=[CH:4][C:3]=1[NH:8][C:9](=[O:34])[NH:10][C:11]1[CH:16]=[CH:15][C:14]([CH2:17][C:18]([N:35]2[CH2:39][CH2:38][CH2:37][CH:36]2[CH2:40][O:41][C:42]2[CH:47]=[CH:46][C:45]([C:48]([O:50][CH3:51])=[O:49])=[CH:44][N:43]=2)=[O:20])=[CH:13][C:12]=1[O:32][CH3:33], predict the reactants needed to synthesize it. The reactants are: [F:1][C:2]1[CH:7]=[CH:6][CH:5]=[CH:4][C:3]=1[NH:8][C:9](=[O:34])[NH:10][C:11]1[CH:16]=[CH:15][C:14]([CH2:17][C:18]([O:20]C2C(F)=C(F)C(F)=C(F)C=2F)=O)=[CH:13][C:12]=1[O:32][CH3:33].[NH:35]1[CH2:39][CH2:38][CH2:37][CH:36]1[CH2:40][O:41][C:42]1[CH:47]=[CH:46][C:45]([C:48]([O:50][CH3:51])=[O:49])=[CH:44][N:43]=1.CCN(CC)CC. (4) Given the product [C:31]([O:29][CH:24]([C:9]1[C:10]([CH3:23])=[N:11][C:12]2[N:13]([N:14]=[C:15]([C:17]3[CH:18]=[CH:19][CH:20]=[CH:21][CH:22]=3)[N:16]=2)[C:8]=1[N:5]1[CH2:4][CH2:3][C:2]([CH3:30])([CH3:1])[CH2:7][CH2:6]1)[C:25]([O:27][CH3:28])=[O:26])([CH3:34])([CH3:33])[CH3:32], predict the reactants needed to synthesize it. The reactants are: [CH3:1][C:2]1([CH3:30])[CH2:7][CH2:6][N:5]([C:8]2[N:13]3[N:14]=[C:15]([C:17]4[CH:22]=[CH:21][CH:20]=[CH:19][CH:18]=4)[N:16]=[C:12]3[N:11]=[C:10]([CH3:23])[C:9]=2[CH:24]([OH:29])[C:25]([O:27][CH3:28])=[O:26])[CH2:4][CH2:3]1.[C:31](OC(=O)C)([CH3:34])([CH3:33])[CH3:32].C(Cl)Cl.Cl(O)(=O)(=O)=O. (5) Given the product [CH2:16]([O:15][C:13](=[O:14])[C:12]1[CH:23]=[C:24]([NH2:26])[CH:25]=[C:10]([C:9]([O:8][CH2:1][C:2]2[CH:7]=[CH:6][CH:5]=[CH:4][CH:3]=2)=[O:29])[CH:11]=1)[C:17]1[CH:22]=[CH:21][CH:20]=[CH:19][CH:18]=1, predict the reactants needed to synthesize it. The reactants are: [CH2:1]([O:8][C:9](=[O:29])[C:10]1[CH:25]=[C:24]([N+:26]([O-])=O)[CH:23]=[C:12]([C:13]([O:15][CH2:16][C:17]2[CH:22]=[CH:21][CH:20]=[CH:19][CH:18]=2)=[O:14])[CH:11]=1)[C:2]1[CH:7]=[CH:6][CH:5]=[CH:4][CH:3]=1.CCOCC.